This data is from Catalyst prediction with 721,799 reactions and 888 catalyst types from USPTO. The task is: Predict which catalyst facilitates the given reaction. (1) Reactant: [NH2:1][C:2]1[CH:3]=[C:4]([CH:15]=[C:16]([C:18]#[C:19][Si](C(C)C)(C(C)C)C(C)C)[CH:17]=1)[C:5]([NH:7][CH2:8][CH2:9][O:10][CH2:11][CH2:12][O:13][CH3:14])=[O:6].CCCC[N+](CCCC)(CCCC)CCCC.[F-]. Product: [NH2:1][C:2]1[CH:3]=[C:4]([CH:15]=[C:16]([C:18]#[CH:19])[CH:17]=1)[C:5]([NH:7][CH2:8][CH2:9][O:10][CH2:11][CH2:12][O:13][CH3:14])=[O:6]. The catalyst class is: 513. (2) Reactant: [C:1]1([S:7]([N:10]2[C:14]3=[N:15][CH:16]=[CH:17][C:18]([C:19]4[CH:24]=[CH:23][C:22]([S:25]([N:28]5[CH2:32][CH2:31][CH2:30][CH2:29]5)(=[O:27])=[O:26])=[CH:21][CH:20]=4)=[C:13]3[CH:12]=[CH:11]2)(=[O:9])=[O:8])[CH:6]=[CH:5][CH:4]=[CH:3][CH:2]=1.[Li+].[CH3:34]C([N-]C(C)C)C.CCCCCCC.C1COCC1.C(C1C=CC=CC=1)C.CI. Product: [CH3:34][C:11]1[N:10]([S:7]([C:1]2[CH:2]=[CH:3][CH:4]=[CH:5][CH:6]=2)(=[O:9])=[O:8])[C:14]2=[N:15][CH:16]=[CH:17][C:18]([C:19]3[CH:20]=[CH:21][C:22]([S:25]([N:28]4[CH2:32][CH2:31][CH2:30][CH2:29]4)(=[O:26])=[O:27])=[CH:23][CH:24]=3)=[C:13]2[CH:12]=1. The catalyst class is: 1. (3) Reactant: Br[CH2:2][CH2:3][CH2:4][F:5].[CH3:6][O:7][CH2:8][CH2:9][C@@H:10]1[NH:15][CH2:14][CH2:13][N:12]([C:16]2[C:25]3[N:24]=[C:23]([C:26]([F:29])([F:28])[F:27])[S:22][C:21]=3[NH:20][C:19]3[CH:30]=[CH:31][CH:32]=[CH:33][C:18]=3[N:17]=2)[CH2:11]1.C(=O)([O-])[O-].[K+].[K+].[I-].[Na+].[Cl-].[Na+]. Product: [F:5][CH2:4][CH2:3][CH2:2][N:15]1[CH2:14][CH2:13][N:12]([C:16]2[C:25]3[N:24]=[C:23]([C:26]([F:28])([F:29])[F:27])[S:22][C:21]=3[NH:20][C:19]3[CH:30]=[CH:31][CH:32]=[CH:33][C:18]=3[N:17]=2)[CH2:11][C@@H:10]1[CH2:9][CH2:8][O:7][CH3:6]. The catalyst class is: 815. (4) Product: [CH3:1][N:2]1[C:6]([N+:7]([O-:9])=[O:8])=[CH:5][C:4]([C:10]([NH:13][NH2:14])=[O:12])=[N:3]1. Reactant: [CH3:1][N:2]1[C:6]([N+:7]([O-:9])=[O:8])=[CH:5][C:4]([C:10]([O-:12])=O)=[N:3]1.[NH2:13][NH2:14]. The catalyst class is: 5. (5) Reactant: Cl[CH2:2][CH2:3][CH:4]1[S:8][C:7]([C:9]2[NH:10][C:11]3[C:16]([CH:17]=2)=[CH:15][CH:14]=[CH:13][C:12]=3[N:18]([CH3:27])[S:19]([C:22]2[S:23][CH:24]=[CH:25][CH:26]=2)(=[O:21])=[O:20])=[N:6][CH2:5]1.C(=O)([O-])[O-].[K+].[K+].[SH:34][CH2:35][C:36]([O:38][CH2:39][CH3:40])=[O:37]. Product: [CH3:27][N:18]([S:19]([C:22]1[S:23][CH:24]=[CH:25][CH:26]=1)(=[O:21])=[O:20])[C:12]1[CH:13]=[CH:14][CH:15]=[C:16]2[C:11]=1[NH:10][C:9]([C:7]1[S:8][CH:4]([CH2:3][CH2:2][S:34][CH2:35][C:36]([O:38][CH2:39][CH3:40])=[O:37])[CH2:5][N:6]=1)=[CH:17]2. The catalyst class is: 42. (6) Reactant: [CH2:1]([NH:8][CH2:9][C@@H:10]([OH:12])[CH3:11])[C:2]1[CH:7]=[CH:6][CH:5]=[CH:4][CH:3]=1.[CH2:13]([O:20][CH2:21][CH2:22]Br)[C:14]1[CH:19]=[CH:18][CH:17]=[CH:16][CH:15]=1.C(=O)([O-])[O-].[K+].[K+]. Product: [OH:12][C@@H:10]([CH3:11])[CH2:9][N:8]([CH2:1][C:2]1[CH:7]=[CH:6][CH:5]=[CH:4][CH:3]=1)[CH2:22][CH2:21][O:20][CH2:13][C:14]1[CH:19]=[CH:18][CH:17]=[CH:16][CH:15]=1. The catalyst class is: 10. (7) Reactant: [C:1]1([CH:9]=[C:7]([OH:8])[CH:6]=[C:4]([OH:5])[CH:3]=1)[OH:2].[CH3:10][O:11][CH2:12][C:13]#N.C([O:17]CC)C. Product: [CH3:10][O:11][CH2:12][C:13]([C:9]1[C:1]([OH:2])=[CH:3][C:4]([OH:5])=[CH:6][C:7]=1[OH:8])=[O:17]. The catalyst class is: 530. (8) Reactant: Cl.Cl.[NH2:3][C:4]1[CH:5]=[C:6]([C:11]([C:13]2[CH:18]=[CH:17][C:16]([OH:19])=[CH:15][C:14]=2[OH:20])=[O:12])[CH:7]=[C:8]([NH2:10])[CH:9]=1.C(=O)([O-])O.[Na+]. Product: [NH2:3][C:4]1[CH:5]=[C:6]([C:11]([C:13]2[CH:18]=[CH:17][C:16]([OH:19])=[CH:15][C:14]=2[OH:20])=[O:12])[CH:7]=[C:8]([NH2:10])[CH:9]=1. The catalyst class is: 6. (9) Reactant: C(O)(C(F)(F)F)=O.[CH3:8][C:9]1[C:10]2[N:11]([CH:15]=[C:16]([CH2:18][C@@H:19]3[CH2:24][CH2:23][CH2:22][CH2:21][N:20]3C(OC(C)(C)C)=O)[N:17]=2)[CH:12]=[CH:13][CH:14]=1. Product: [CH3:8][C:9]1[C:10]2[N:11]([CH:15]=[C:16]([CH2:18][C@@H:19]3[CH2:24][CH2:23][CH2:22][CH2:21][NH:20]3)[N:17]=2)[CH:12]=[CH:13][CH:14]=1. The catalyst class is: 2.